From a dataset of Full USPTO retrosynthesis dataset with 1.9M reactions from patents (1976-2016). Predict the reactants needed to synthesize the given product. The reactants are: [N+:1]([C:4]1[CH:9]=[CH:8][CH:7]=[C:6]([N+:10]([O-])=O)[C:5]=1[NH:13][CH2:14][CH2:15][CH2:16][C:17]([O:19][CH2:20][CH3:21])=[O:18])([O-])=O. Given the product [NH2:1][C:4]1[CH:9]=[CH:8][CH:7]=[C:6]([NH2:10])[C:5]=1[NH:13][CH2:14][CH2:15][CH2:16][C:17]([O:19][CH2:20][CH3:21])=[O:18], predict the reactants needed to synthesize it.